From a dataset of Reaction yield outcomes from USPTO patents with 853,638 reactions. Predict the reaction yield, written as a fraction of the theoretical maximum amount of product (1.0 means a 100% yield; for example, 0.34 means a 34% yield). (1) The reactants are [ClH:1].Cl.[CH3:3][O:4][C:5]1[CH:10]=[CH:9][C:8]([C:11]2[CH:16]=[CH:15][CH:14]=[CH:13][C:12]=2[S:17]([CH3:20])(=[O:19])=[O:18])=[CH:7][C:6]=1[CH2:21][NH:22][C@H:23]1[CH2:28][CH2:27][NH:26][CH2:25][C@H:24]1[C:29]1[CH:34]=[CH:33][CH:32]=[CH:31][CH:30]=1.[CH3:35][O:36][CH2:37][C:38](O)=[O:39].CCN=C=NCCCN(C)C.Cl.C1C=CC2N(O)N=NC=2C=1.Cl.C(OCC)(=O)C. The catalyst is CN(C=O)C.C(OCC)(=O)C.CCCCCC.O.CCN(CC)CC. The product is [ClH:1].[CH3:35][O:36][CH2:37][C:38]([N:26]1[CH2:27][CH2:28][C@H:23]([NH:22][CH2:21][C:6]2[CH:7]=[C:8]([C:11]3[CH:16]=[CH:15][CH:14]=[CH:13][C:12]=3[S:17]([CH3:20])(=[O:19])=[O:18])[CH:9]=[CH:10][C:5]=2[O:4][CH3:3])[C@H:24]([C:29]2[CH:34]=[CH:33][CH:32]=[CH:31][CH:30]=2)[CH2:25]1)=[O:39]. The yield is 0.600. (2) The yield is 0.980. The catalyst is [Pd]. The product is [CH2:1]([O:5][C:6]1[C:11]([CH2:12][CH2:13][C:14]([NH:16][CH2:17][C:18]2[CH:23]=[CH:22][C:21]([NH:24][S:25]([CH3:28])(=[O:26])=[O:27])=[C:20]([F:29])[CH:19]=2)=[O:15])=[CH:10][CH:9]=[C:8]([C:30]([F:32])([F:33])[F:31])[N:7]=1)[CH2:2][CH2:3][CH3:4]. The reactants are [CH2:1]([O:5][C:6]1[C:11]([CH:12]=[CH:13][C:14]([NH:16][CH2:17][C:18]2[CH:23]=[CH:22][C:21]([NH:24][S:25]([CH3:28])(=[O:27])=[O:26])=[C:20]([F:29])[CH:19]=2)=[O:15])=[CH:10][CH:9]=[C:8]([C:30]([F:33])([F:32])[F:31])[N:7]=1)[CH2:2][CH2:3][CH3:4].CO. (3) The reactants are CC(C)(C)C([O:5][C:6]1[CH:11]=[CH:10][C:9]([C:12]([C:32]2[CH:37]=[CH:36][C:35]([O:38]C(=O)C(C)(C)C)=[CH:34][CH:33]=2)=[C:13]([C:17]2[CH:22]=[CH:21][CH:20]=[C:19]([O:23][CH2:24][CH2:25][N:26]3[CH2:31][CH2:30][CH2:29][CH2:28][CH2:27]3)[CH:18]=2)[CH2:14][CH2:15][CH3:16])=[CH:8][CH:7]=1)=O.C1COCC1. The catalyst is CO. The product is [N:26]1([CH2:25][CH2:24][O:23][C:19]2[CH:18]=[C:17]([C:13]([CH2:14][CH2:15][CH3:16])=[C:12]([C:9]3[CH:8]=[CH:7][C:6]([OH:5])=[CH:11][CH:10]=3)[C:32]3[CH:37]=[CH:36][C:35]([OH:38])=[CH:34][CH:33]=3)[CH:22]=[CH:21][CH:20]=2)[CH2:31][CH2:30][CH2:29][CH2:28][CH2:27]1. The yield is 0.970. (4) The reactants are Cl.[NH2:2][C@:3]12[CH2:38][CH2:37][C@@H:36]([C:39]3([CH3:42])[CH2:41][CH2:40]3)[C@@H:4]1[C@@H:5]1[C@@:18]([CH3:21])([CH2:19][CH2:20]2)[C@@:17]2([CH3:22])[C@@H:8]([C@:9]3([CH3:35])[C@@H:14]([CH2:15][CH2:16]2)[C:13]([CH3:24])([CH3:23])[C:12]([C:25]2[CH:34]=[CH:33][C:28]([C:29]([O:31][CH3:32])=[O:30])=[CH:27][CH:26]=2)=[CH:11][CH2:10]3)[CH2:7][CH2:6]1.[C:43](=O)([O-])[O-].[K+].[K+].CI.C(O)(C(F)(F)F)=O. The catalyst is CN(C=O)C.C1COCC1.[Cl-].[Na+].O. The product is [CH3:21][C@:18]12[C@@:17]3([CH3:22])[C@@H:8]([C@:9]4([CH3:35])[C@@H:14]([CH2:15][CH2:16]3)[C:13]([CH3:23])([CH3:24])[C:12]([C:25]3[CH:26]=[CH:27][C:28]([C:29]([O:31][CH3:32])=[O:30])=[CH:33][CH:34]=3)=[CH:11][CH2:10]4)[CH2:7][CH2:6][C@@H:5]1[C@H:4]1[C@H:36]([C:39]3([CH3:42])[CH2:41][CH2:40]3)[CH2:37][CH2:38][C@:3]1([NH:2][CH3:43])[CH2:20][CH2:19]2. The yield is 0.990. (5) The catalyst is C1COCC1. The product is [CH:43]1([N:49]([CH3:50])[C:10]([C:8]2[CH:7]=[CH:6][C:5]3[NH:1][CH:2]=[N:3][C:4]=3[CH:9]=2)=[O:12])[CH2:48][CH2:47][CH2:46][CH2:45][CH2:44]1. The reactants are [NH:1]1[C:5]2[CH:6]=[CH:7][C:8]([C:10]([OH:12])=O)=[CH:9][C:4]=2[N:3]=[CH:2]1.C1C=CC2N(O)N=NC=2C=1.CCN=C=NCCCN(C)C.C(N(C(C)C)CC)(C)C.[CH:43]1([NH:49][CH3:50])[CH2:48][CH2:47][CH2:46][CH2:45][CH2:44]1. The yield is 0.490.